This data is from NCI-60 drug combinations with 297,098 pairs across 59 cell lines. The task is: Regression. Given two drug SMILES strings and cell line genomic features, predict the synergy score measuring deviation from expected non-interaction effect. Drug 1: CC(CN1CC(=O)NC(=O)C1)N2CC(=O)NC(=O)C2. Drug 2: C1CN(P(=O)(OC1)NCCCl)CCCl. Cell line: NCI-H460. Synergy scores: CSS=45.5, Synergy_ZIP=0.438, Synergy_Bliss=-0.804, Synergy_Loewe=-17.5, Synergy_HSA=-1.15.